Dataset: Catalyst prediction with 721,799 reactions and 888 catalyst types from USPTO. Task: Predict which catalyst facilitates the given reaction. (1) Reactant: [OH:1][C:2]1[CH:3]=[CH:4][C:5]([CH2:12][Cl:13])=[C:6]2[C:11]=1[N:10]=[CH:9][CH:8]=[CH:7]2.[CH2:14](Br)[CH:15]=[CH2:16].C(=O)([O-])[O-].[K+].[K+]. Product: [CH2:16]([O:1][C:2]1[CH:3]=[CH:4][C:5]([CH2:12][Cl:13])=[C:6]2[C:11]=1[N:10]=[CH:9][CH:8]=[CH:7]2)[CH:15]=[CH2:14]. The catalyst class is: 21. (2) Reactant: [Si:1]([O:8][CH2:9][CH2:10][CH2:11][CH2:12][C:13]1[N:14]=[CH:15][N:16](C(C2C=CC=CC=2)(C2C=CC=CC=2)C2C=CC=CC=2)[CH:17]=1)([C:4]([CH3:7])([CH3:6])[CH3:5])([CH3:3])[CH3:2].C(#N)C.[Br:40][C:41]1[CH:42]=[C:43]([CH:46]=[CH:47][C:48]=1[CH2:49]Br)[C:44]#[N:45]. Product: [Br:40][C:41]1[CH:42]=[C:43]([CH:46]=[CH:47][C:48]=1[CH2:49][N:16]1[CH:17]=[C:13]([CH2:12][CH2:11][CH2:10][CH2:9][O:8][Si:1]([C:4]([CH3:7])([CH3:6])[CH3:5])([CH3:3])[CH3:2])[N:14]=[CH:15]1)[C:44]#[N:45]. The catalyst class is: 13. (3) Reactant: [C:1]1([CH2:7][O:8][C:9]([N:11]2[CH2:16][CH2:15][C:14]([CH:20]3[CH2:25][CH2:24][CH2:23][CH2:22][CH2:21]3)([C:17]([OH:19])=O)[CH2:13][CH2:12]2)=[O:10])[CH:6]=[CH:5][CH:4]=[CH:3][CH:2]=1.C(Cl)(=O)C(Cl)=O.[C:32]([NH2:36])([CH3:35])([CH3:34])[CH3:33]. Product: [C:1]1([CH2:7][O:8][C:9]([N:11]2[CH2:16][CH2:15][C:14]([CH:20]3[CH2:21][CH2:22][CH2:23][CH2:24][CH2:25]3)([C:17]([NH:36][C:32]([CH3:35])([CH3:34])[CH3:33])=[O:19])[CH2:13][CH2:12]2)=[O:10])[CH:2]=[CH:3][CH:4]=[CH:5][CH:6]=1. The catalyst class is: 59. (4) Reactant: [CH3:1][O:2][C:3]1[CH:9]=[C:8]([C:10]([F:13])([F:12])[F:11])[CH:7]=[C:6]([N:14]2[CH:18]=[C:17]([CH3:19])[N:16]=[CH:15]2)[C:4]=1[NH2:5].[N:20]([O-])=O.[Na+].[OH-].[Na+]. Product: [CH3:1][O:2][C:3]1[C:4]2[N:5]=[N:20][C:18]3=[C:17]([CH3:19])[N:16]=[CH:15][N:14]3[C:6]=2[CH:7]=[C:8]([C:10]([F:11])([F:13])[F:12])[CH:9]=1. The catalyst class is: 15. (5) Reactant: [CH2:1]([O:3][C:4](=[O:13])[C:5]1[CH:10]=[C:9]([Br:11])[CH:8]=[N:7][C:6]=1[NH2:12])[CH3:2].[CH:14](=O)[CH3:15].C(O)(=O)C.C(O[BH-](OC(=O)C)OC(=O)C)(=O)C.[Na+]. Product: [Br:11][C:9]1[CH:8]=[N:7][C:6]([NH:12][CH2:14][CH3:15])=[C:5]([CH:10]=1)[C:4]([O:3][CH2:1][CH3:2])=[O:13]. The catalyst class is: 325. (6) Reactant: [NH:1]1[CH:5]=[CH:4][CH:3]=[N:2]1.[OH-].[Na+].CN(C)C=O.F[C:14]1[CH:21]=[CH:20][C:17]([C:18]#[N:19])=[CH:16][CH:15]=1. The catalyst class is: 6. Product: [N:1]1([C:14]2[CH:21]=[CH:20][C:17]([C:18]#[N:19])=[CH:16][CH:15]=2)[CH:5]=[CH:4][CH:3]=[N:2]1.